This data is from Forward reaction prediction with 1.9M reactions from USPTO patents (1976-2016). The task is: Predict the product of the given reaction. (1) Given the reactants [Cl:1][C:2]1[CH:7]=[CH:6][C:5]([C:8]2[CH:13]=[C:12]([C:14]([F:17])([F:16])[F:15])[N:11]3[N:18]=[CH:19][C:20]([C:21](O)=[O:22])=[C:10]3[N:9]=2)=[CH:4][CH:3]=1.[NH2:24][C:25]1[N:30]=[CH:29][C:28]([C:31]([NH:33]O)=[NH:32])=[CH:27][N:26]=1, predict the reaction product. The product is: [Cl:1][C:2]1[CH:7]=[CH:6][C:5]([C:8]2[CH:13]=[C:12]([C:14]([F:17])([F:16])[F:15])[N:11]3[N:18]=[CH:19][C:20]([C:21]4[O:22][N:33]=[C:31]([C:28]5[CH:27]=[N:26][C:25]([NH2:24])=[N:30][CH:29]=5)[N:32]=4)=[C:10]3[N:9]=2)=[CH:4][CH:3]=1. (2) Given the reactants [C:1]([OH:12])(=O)[C:2]1[CH:10]=[CH:9][C:7]([OH:8])=[C:4]([O:5][CH3:6])[CH:3]=1.[C:13](N1C=CN=C1)([N:15]1C=CN=C1)=O.CN, predict the reaction product. The product is: [CH3:13][NH3+:15].[OH:8][C:7]1[CH:9]=[CH:10][C:2]([C:1]([NH:15][CH3:13])=[O:12])=[CH:3][C:4]=1[O:5][CH3:6]. (3) Given the reactants [CH3:1][C:2]1[NH:3][C:4]2[C:9]([CH:10]=1)=[C:8]([C:11]([F:14])([F:13])[F:12])[C:7]([C:15]#[N:16])=[CH:6][CH:5]=2.[CH3:17][O:18][CH2:19][CH2:20]Cl, predict the reaction product. The product is: [CH3:1][C:2]1[N:3]([CH2:20][CH2:19][O:18][CH3:17])[C:4]2[C:9]([CH:10]=1)=[C:8]([C:11]([F:12])([F:14])[F:13])[C:7]([C:15]#[N:16])=[CH:6][CH:5]=2. (4) The product is: [CH3:1][O:2][C:3]([C:5]1([CH3:16])[CH2:9][C:8]2[CH:10]=[C:11]([OH:14])[CH:12]=[CH:13][C:7]=2[O:6]1)=[O:4]. Given the reactants [CH3:1][O:2][C:3]([C:5]1([CH3:16])[CH2:9][C:8]2[CH:10]=[C:11]([O:14]C)[CH:12]=[CH:13][C:7]=2[O:6]1)=[O:4].B(Br)(Br)Br, predict the reaction product. (5) Given the reactants [CH3:1][C:2]([CH3:31])([CH3:30])[CH2:3][CH2:4][C:5]1[CH:18]=[CH:17][C:16]2[O:15][C:14]3[C:9](=[CH:10][C:11]([C:19]4[CH:20]=[N:21][CH:22]=[N:23][CH:24]=4)=[CH:12][CH:13]=3)[C:8]3([CH2:28][O:27][C:26]([NH2:29])=[N:25]3)[C:7]=2[CH:6]=1.C(=O)=O, predict the reaction product. The product is: [CH3:1][C:2]([CH3:31])([CH3:30])[CH2:3][CH2:4][C:5]1[CH:18]=[CH:17][C:16]2[O:15][C:14]3[C:9](=[CH:10][C:11]([C:19]4[CH:20]=[N:21][CH:22]=[N:23][CH:24]=4)=[CH:12][CH:13]=3)[C@:8]3([CH2:28][O:27][C:26]([NH2:29])=[N:25]3)[C:7]=2[CH:6]=1. (6) Given the reactants [CH3:1][C@@H:2]([C@@H:11]1[C@@:15]2([CH3:30])[CH2:16][CH2:17][CH2:18]/[C:19](=[CH:20]\[CH:21]=[C:22]3[CH2:27][C@@H:26]([OH:28])[CH2:25][C@H:24]([OH:29])[CH2:23]3)/[C@@H:14]2[CH2:13][CH2:12]1)/[CH:3]=[CH:4]/[C@@H:5]([C:7]([OH:10])([CH3:9])[CH3:8])[CH3:6], predict the reaction product. The product is: [CH3:1][C@@H:2]([C@@H:11]1[C@@:15]2([CH3:30])[CH2:16][CH2:17][CH2:18]/[C:19](=[CH:20]\[CH:21]=[C:22]3[CH2:27][C@@H:26]([OH:28])[CH2:25][C@H:24]([OH:29])[CH2:23]3)/[C@@H:14]2[CH2:13][CH2:12]1)/[CH:3]=[CH:4]/[C@@H:5]([C:7]([OH:10])([CH3:8])[CH3:9])[CH3:6].[CH3:5][CH:7]([OH:10])[CH3:8]. (7) Given the reactants [Br:1][C:2]1[N:7]=[C:6]([C:8]([O:10][CH3:11])=[O:9])[C:5]([OH:12])=[CH:4][CH:3]=1.[O:13]([CH2:20][CH2:21]O)[C:14]1[CH:19]=[CH:18][CH:17]=[CH:16][CH:15]=1.CC(OC(/N=N/C(OC(C)C)=O)=O)C, predict the reaction product. The product is: [Br:1][C:2]1[N:7]=[C:6]([C:8]([O:10][CH3:11])=[O:9])[C:5]([O:12][CH2:21][CH2:20][O:13][C:14]2[CH:19]=[CH:18][CH:17]=[CH:16][CH:15]=2)=[CH:4][CH:3]=1. (8) Given the reactants [CH3:1][C:2]1([CH3:15])[CH2:11][C:10]2[N:9]=[C:8]([C:12]([OH:14])=O)[CH:7]=[CH:6][C:5]=2[CH2:4][CH2:3]1.[CH3:16][C:17]([CH3:25])([C:19]1[N:23]=[C:22]([CH3:24])[O:21][N:20]=1)[NH2:18], predict the reaction product. The product is: [CH3:15][C:2]1([CH3:1])[CH2:11][C:10]2[N:9]=[C:8]([C:12]([NH:18][C:17]([C:19]3[N:23]=[C:22]([CH3:24])[O:21][N:20]=3)([CH3:25])[CH3:16])=[O:14])[CH:7]=[CH:6][C:5]=2[CH2:4][CH2:3]1. (9) The product is: [F:1][C:2]1[CH:3]=[CH:4][C:5]([OH:27])=[C:6]([CH3:26])[C:7]=1[NH:8][CH2:9][C:10]1[CH:15]=[C:14]([C:16]2[CH:21]=[CH:20][CH:19]=[C:18]([F:22])[CH:17]=2)[CH:13]=[C:12]([CH3:23])[C:11]=1[CH3:24]. Given the reactants [F:1][C:2]1[C:7]([NH:8][C:9](=O)[C:10]2[CH:15]=[C:14]([C:16]3[CH:21]=[CH:20][CH:19]=[C:18]([F:22])[CH:17]=3)[CH:13]=[C:12]([CH3:23])[C:11]=2[CH3:24])=[C:6]([CH3:26])[C:5]([OH:27])=[CH:4][CH:3]=1, predict the reaction product. (10) Given the reactants [Cl-].COC[P+](F)(F)F.C([N-]C(C)C)(C)C.[Li+].[CH2:17]1[CH2:21][O:20][CH2:19][CH2:18]1.[Si:22]([O:29][CH2:30][C:31]1[CH:32]=[C:33]2[C:38](=[CH:39][CH:40]=1)[CH:37]=[C:36](CCC=O)[CH:35]=[CH:34]2)([C:25]([CH3:28])([CH3:27])[CH3:26])([CH3:24])[CH3:23], predict the reaction product. The product is: [C:25]([Si:22]([O:29][C:30]1[CH:37]=[CH:36][C:35]2[C:40](=[CH:39][CH:38]=[C:33]([CH2:32][CH2:18][CH:17]=[CH:21][O:20][CH3:19])[CH:34]=2)[CH:31]=1)([CH3:23])[CH3:24])([CH3:27])([CH3:26])[CH3:28].